This data is from Full USPTO retrosynthesis dataset with 1.9M reactions from patents (1976-2016). The task is: Predict the reactants needed to synthesize the given product. (1) Given the product [Cl:10][C:11]1[CH:12]=[C:13]([C:18]2([C:32]([F:35])([F:34])[F:33])[O:43][N:49]=[C:20]([C:22]3[CH:30]=[CH:29][C:25]([C:26]([OH:28])=[O:27])=[C:24]([CH3:31])[CH:23]=3)[CH2:19]2)[CH:14]=[C:15]([Cl:17])[CH:16]=1, predict the reactants needed to synthesize it. The reactants are: COCCOCCOC.[Cl:10][C:11]1[CH:12]=[C:13]([C:18]([C:32]([F:35])([F:34])[F:33])=[CH:19][C:20]([C:22]2[CH:30]=[CH:29][C:25]([C:26]([OH:28])=[O:27])=[C:24]([CH3:31])[CH:23]=2)=O)[CH:14]=[C:15]([Cl:17])[CH:16]=1.C1(C)C=CC=CC=1.[OH2:43].S(O)(O)(=O)=O.[NH2:49]O. (2) Given the product [N+:22]([C:25]1[CH:31]=[CH:30][C:28]([NH:29][C:12](=[O:14])[C:11]2[CH:10]=[CH:9][C:8]([NH:7][C:4]3[CH:3]=[CH:2][N:1]=[CH:6][CH:5]=3)=[CH:16][CH:15]=2)=[CH:27][CH:26]=1)([O-:24])=[O:23], predict the reactants needed to synthesize it. The reactants are: [N:1]1[CH:6]=[CH:5][C:4]([NH:7][C:8]2[CH:16]=[CH:15][C:11]([C:12]([OH:14])=O)=[CH:10][CH:9]=2)=[CH:3][CH:2]=1.CN(C=O)C.[N+:22]([C:25]1[CH:31]=[CH:30][C:28]([NH2:29])=[CH:27][CH:26]=1)([O-:24])=[O:23].N. (3) Given the product [NH2:1][C:4]1[CH:5]=[C:6]([S:10]([CH3:19])(=[N:12][C:13](=[O:18])[NH:14][CH:15]([CH3:16])[CH3:17])=[O:11])[CH:7]=[CH:8][CH:9]=1, predict the reactants needed to synthesize it. The reactants are: [N+:1]([C:4]1[CH:5]=[C:6]([S:10]([CH3:19])(=[N:12][C:13](=[O:18])[NH:14][CH:15]([CH3:17])[CH3:16])=[O:11])[CH:7]=[CH:8][CH:9]=1)([O-])=O.